Dataset: Forward reaction prediction with 1.9M reactions from USPTO patents (1976-2016). Task: Predict the product of the given reaction. (1) Given the reactants [NH2:1][C:2]1[CH:7]=[CH:6][C:5]([C:8]2[CH:9]=[N:10][CH:11]=[C:12]([O:14][CH3:15])[CH:13]=2)=[CH:4][C:3]=1[OH:16].N1C=CC=[CH:19][CH:18]=1.[O-]S(C(F)(F)F)(=O)=O.[Yb+3].[O-]S(C(F)(F)F)(=O)=O.[O-]S(C(F)(F)F)(=O)=O.CC(C)(C)C([O-])([O-])[O-], predict the reaction product. The product is: [CH3:15][O:14][C:12]1[CH:13]=[C:8]([C:5]2[CH:6]=[CH:7][C:2]3[N:1]=[C:18]([CH3:19])[O:16][C:3]=3[CH:4]=2)[CH:9]=[N:10][CH:11]=1. (2) Given the reactants C(OC([N:8]1[CH2:13][CH2:12][CH:11]([N:14]([C:33](=[O:35])[CH3:34])[CH2:15][C:16]2[C:17]3[N:24]([CH2:25][CH3:26])[C:23]([C:27]4[C:31]([NH2:32])=[N:30][O:29][N:28]=4)=[N:22][C:18]=3[CH:19]=[N:20][CH:21]=2)[CH2:10][CH2:9]1)=O)(C)(C)C.C(OC(N1CCC(N)CC1)=O)(C)(C)C, predict the reaction product. The product is: [NH2:32][C:31]1[C:27]([C:23]2[N:24]([CH2:25][CH3:26])[C:17]3[C:16]([CH2:15][N:14]([CH:11]4[CH2:10][CH2:9][NH:8][CH2:13][CH2:12]4)[C:33](=[O:35])[CH3:34])=[CH:21][N:20]=[CH:19][C:18]=3[N:22]=2)=[N:28][O:29][N:30]=1.